Dataset: Catalyst prediction with 721,799 reactions and 888 catalyst types from USPTO. Task: Predict which catalyst facilitates the given reaction. (1) Reactant: [CH3:1][C:2]1([OH:12])[CH:9]2[CH2:10][CH:5]3[CH2:6][CH:7]([CH2:11][CH:3]1[CH2:4]3)[CH2:8]2.CN(C)C.[C:17](Cl)(=[O:21])[C:18]([CH3:20])=[CH2:19]. Product: [C:17]([O:12][C:2]1([CH3:1])[CH:3]2[CH2:11][CH:7]3[CH2:6][CH:5]([CH2:10][CH:9]1[CH2:8]3)[CH2:4]2)(=[O:21])[C:18]([CH3:20])=[CH2:19]. The catalyst class is: 824. (2) Reactant: [CH3:1][CH:2]1[CH:7]([N:8]([CH3:28])[C:9]2[C:10]3[CH:17]=[CH:16][N:15]([S:18]([C:21]4[CH:27]=[CH:26][C:24]([CH3:25])=[CH:23][CH:22]=4)(=[O:20])=[O:19])[C:11]=3[N:12]=[CH:13][N:14]=2)[CH2:6][CH2:5][CH:4]([CH2:29][S:30]([OH:33])(=O)=[O:31])[CH2:3]1.C(Cl)[Cl:35].CN(C=O)C.S(Cl)(Cl)=O. Product: [CH3:1][CH:2]1[CH:7]([N:8]([CH3:28])[C:9]2[C:10]3[CH:17]=[CH:16][N:15]([S:18]([C:21]4[CH:27]=[CH:26][C:24]([CH3:25])=[CH:23][CH:22]=4)(=[O:20])=[O:19])[C:11]=3[N:12]=[CH:13][N:14]=2)[CH2:6][CH2:5][CH:4]([CH2:29][S:30]([Cl:35])(=[O:33])=[O:31])[CH2:3]1. The catalyst class is: 11. (3) Reactant: [F:1][C:2]1[CH:11]=[C:10]([C@H:12]2[CH2:21][C:20](=O)[C:19]3[C:14](=[CH:15][C:16]([O:23][CH3:24])=[CH:17][CH:18]=3)[O:13]2)[CH:9]=[CH:8][C:3]=1[C:4]([O:6][CH3:7])=[O:5].C([O-])(=O)C.[Na+].Cl.[CH3:31][O:32][NH2:33]. Product: [F:1][C:2]1[CH:11]=[C:10]([C@H:12]2[CH2:21][C:20](=[N:33][O:32][CH3:31])[C:19]3[C:14](=[CH:15][C:16]([O:23][CH3:24])=[CH:17][CH:18]=3)[O:13]2)[CH:9]=[CH:8][C:3]=1[C:4]([O:6][CH3:7])=[O:5]. The catalyst class is: 5. (4) Reactant: [CH3:1][S:2]([C:5]1[CH:6]=[CH:7][C:8]([C:11]#[N:12])=[N:9][CH:10]=1)(=[O:4])=[O:3].C(OCC)(=O)C. Product: [CH3:1][S:2]([C:5]1[CH:6]=[CH:7][C:8]([CH2:11][NH2:12])=[N:9][CH:10]=1)(=[O:4])=[O:3]. The catalyst class is: 19. (5) Reactant: C[Mg]Br.[CH3:4]COCC.[CH3:9][C:10]1[CH:19]=[CH:18][C:17]2[C:12](=[CH:13][CH:14]=[CH:15][C:16]=2[N:20]2[CH2:25][CH2:24][N:23]([CH2:26][C:27]([C:29]3[CH:30]=[CH:31][C:32]4[O:37][CH2:36][C:35](=[O:38])[NH:34][C:33]=4[CH:39]=3)=[O:28])[CH2:22][CH2:21]2)[N:11]=1. Product: [OH:28][C:27]([C:29]1[CH:30]=[CH:31][C:32]2[O:37][CH2:36][C:35](=[O:38])[NH:34][C:33]=2[CH:39]=1)([CH3:4])[CH2:26][N:23]1[CH2:22][CH2:21][N:20]([C:16]2[CH:15]=[CH:14][CH:13]=[C:12]3[C:17]=2[CH:18]=[CH:19][C:10]([CH3:9])=[N:11]3)[CH2:25][CH2:24]1. The catalyst class is: 1. (6) Reactant: FC(F)(F)S(O[C:7]1[C:16]2[C:11](=[N:12][CH:13]=[CH:14][CH:15]=2)[N:10]([O:17][CH2:18][C:19]2[CH:24]=[CH:23][CH:22]=[CH:21][CH:20]=2)[C:9](=[O:25])[CH:8]=1)(=O)=O.[OH:28][C:29]1[CH:30]=[C:31](B(O)O)[CH:32]=[CH:33][CH:34]=1.C(=O)([O-])[O-].[Na+].[Na+].N#N. Product: [CH2:18]([O:17][N:10]1[C:11]2[C:16](=[CH:15][CH:14]=[CH:13][N:12]=2)[C:7]([C:33]2[CH:32]=[CH:31][CH:30]=[C:29]([OH:28])[CH:34]=2)=[CH:8][C:9]1=[O:25])[C:19]1[CH:24]=[CH:23][CH:22]=[CH:21][CH:20]=1. The catalyst class is: 128. (7) Reactant: [CH2:1]([O:8][C:9]1[CH:15]=[CH:14][C:12]([NH2:13])=[CH:11][C:10]=1[Cl:16])[C:2]1[CH:7]=[CH:6][CH:5]=[CH:4][CH:3]=1.[C:17](N1C=CN=C1)(N1C=CN=C1)=[S:18]. Product: [CH2:1]([O:8][C:9]1[CH:15]=[CH:14][C:12]([N:13]=[C:17]=[S:18])=[CH:11][C:10]=1[Cl:16])[C:2]1[CH:3]=[CH:4][CH:5]=[CH:6][CH:7]=1. The catalyst class is: 4.